Dataset: Forward reaction prediction with 1.9M reactions from USPTO patents (1976-2016). Task: Predict the product of the given reaction. The product is: [C:1]([O:4][CH2:5][CH2:6][N:7]1[CH2:8][CH2:9][N:10]([C:13]2[CH:18]=[C:17]([CH2:19][CH2:20][CH3:21])[C:16]([C:22]([O:31][CH2:40][C:41]3[CH:46]=[CH:45][C:44]([O:35][CH3:32])=[CH:43][CH:42]=3)([C:23]([F:26])([F:25])[F:24])[C:27]([F:30])([F:28])[F:29])=[CH:15][N:14]=2)[CH2:11][CH2:12]1)(=[O:3])[CH3:2]. Given the reactants [C:1]([O:4][CH2:5][CH2:6][N:7]1[CH2:12][CH2:11][N:10]([C:13]2[CH:18]=[C:17]([CH2:19][CH2:20][CH3:21])[C:16]([C:22]([OH:31])([C:27]([F:30])([F:29])[F:28])[C:23]([F:26])([F:25])[F:24])=[CH:15][N:14]=2)[CH2:9][CH2:8]1)(=[O:3])[CH3:2].[C:32](=[O:35])([O-])[O-].[K+].[K+].CO[CH:40](Cl)[C:41]1[CH:46]=[CH:45][CH:44]=[CH:43][CH:42]=1.O, predict the reaction product.